This data is from Catalyst prediction with 721,799 reactions and 888 catalyst types from USPTO. The task is: Predict which catalyst facilitates the given reaction. (1) Reactant: [CH3:1][O:2][C:3]1[CH:8]=[C:7]([CH2:9][CH2:10]O)[CH:6]=[CH:5][N:4]=1.C(Br)(Br)(Br)[Br:13].C1(P(C2C=CC=CC=2)C2C=CC=CC=2)C=CC=CC=1. Product: [Br:13][CH2:10][CH2:9][C:7]1[CH:6]=[CH:5][N:4]=[C:3]([O:2][CH3:1])[CH:8]=1. The catalyst class is: 11. (2) Reactant: [CH3:1][C:2]1[CH:3]=[C:4]([C:8]2([C:11]#[N:12])[CH2:10][CH2:9]2)[N:5]=[N:6][CH:7]=1.[Se](=O)=[O:14].[OH2:16]. Product: [C:11]([C:8]1([C:4]2[N:5]=[N:6][CH:7]=[C:2]([C:1]([OH:14])=[O:16])[CH:3]=2)[CH2:10][CH2:9]1)#[N:12]. The catalyst class is: 17.